Dataset: Forward reaction prediction with 1.9M reactions from USPTO patents (1976-2016). Task: Predict the product of the given reaction. (1) Given the reactants [CH2:1]([O:3][C:4]([C:6]1[S:10][C:9](Br)=[N:8][C:7]=1[CH3:12])=[O:5])[CH3:2].[NH:13]1[C:17](B(O)O)=[CH:16][CH:15]=[N:14]1.C(=O)([O-])[O-].[K+].[K+], predict the reaction product. The product is: [CH2:1]([O:3][C:4]([C:6]1[S:10][C:9]([C:17]2[NH:13][N:14]=[CH:15][CH:16]=2)=[N:8][C:7]=1[CH3:12])=[O:5])[CH3:2]. (2) Given the reactants [O:1]1[CH:5]=[CH:4][C:3]([C:6]2[CH:17]=[CH:16][CH:15]=[C:14]([CH3:18])[C:7]=2[O:8][CH2:9][C:10](OC)=[O:11])=[CH:2]1.[NH2:19][NH2:20], predict the reaction product. The product is: [O:1]1[CH:5]=[CH:4][C:3]([C:6]2[CH:17]=[CH:16][CH:15]=[C:14]([CH3:18])[C:7]=2[O:8][CH2:9][C:10]([NH:19][NH2:20])=[O:11])=[CH:2]1. (3) Given the reactants [F:1][C:2]([F:13])([F:12])[C:3]1[NH:7][C:6]2[CH:8]=[CH:9][CH:10]=[CH:11][C:5]=2[N:4]=1.Br[CH2:15][C:16]1[CH:35]=[CH:34][C:19]2/[C:20](=[C:30](/[CH3:33])\[C:31]#[N:32])/[C:21]3[CH:28]=[CH:27][C:26]([F:29])=[CH:25][C:22]=3[O:23][CH2:24][C:18]=2[CH:17]=1, predict the reaction product. The product is: [F:29][C:26]1[CH:27]=[CH:28][C:21]2=[C:22]([CH:25]=1)[O:23][CH2:24][C:18]1[CH:17]=[C:16]([CH2:15][N:7]3[C:6]4[CH:8]=[CH:9][CH:10]=[CH:11][C:5]=4[N:4]=[C:3]3[C:2]([F:1])([F:12])[F:13])[CH:35]=[CH:34][C:19]=1/[C:20]/2=[C:30](/[CH3:33])\[C:31]#[N:32]. (4) The product is: [C:11]([OH:13])(=[O:12])[C:10]([CH3:15])=[CH2:14].[C:11]([O:5][C:3]([CH3:6])([CH3:4])[C:2]([Cl:8])([Cl:7])[Cl:1])(=[O:12])[C:10]([CH3:15])=[CH2:14].[Cl:9][C:10]([CH3:15])([CH3:14])[C:11]([O:5][C:3]([CH3:6])([CH3:4])[C:2]([Cl:8])([Cl:7])[Cl:1])=[O:12]. Given the reactants [Cl:1][C:2]([Cl:8])([Cl:7])[C:3]([CH3:6])([OH:5])[CH3:4].[Cl:9][C:10]([CH3:15])([CH3:14])[C:11]([OH:13])=[O:12], predict the reaction product. (5) The product is: [P:2]([O:14][CH2:15][C@H:16]1[O:20][C@@H:19]([N:21]2[CH:28]=[CH:27][C:25](=[O:26])[NH:24][C:22]2=[O:23])[CH2:18][C@@H:17]1[OH:33])([O:5][P:6]([O:9][P:10]([OH:12])([OH:13])=[O:11])([OH:8])=[O:7])(=[O:3])[OH:4]. Given the reactants O.[P:2]([O:14][CH2:15][C@H:16]1[O:20][C@@H:19]([N:21]2[CH:28]=[C:27](CC=CN)[C:25](=[O:26])[NH:24][C:22]2=[O:23])[CH2:18][C@@H:17]1[OH:33])([O:5][P:6]([O:9][P:10]([OH:13])([OH:12])=[O:11])([OH:8])=[O:7])(=[O:4])[OH:3], predict the reaction product. (6) Given the reactants [ClH:1].[O:2]=[C:3]([NH:40][C:41]1[CH:46]=[CH:45][C:44]([C:47]2[NH:51][N:50]=[N:49][N:48]=2)=[CH:43][CH:42]=1)[C@@H:4]([NH:22][C:23]([C@H:25]1[CH2:30][CH2:29][C@H:28]([CH2:31][NH:32]C(=O)OC(C)(C)C)[CH2:27][CH2:26]1)=[O:24])[CH2:5][C:6]1[CH:11]=[CH:10][C:9]([C:12]2[CH:17]=[CH:16][CH:15]=[C:14]([S:18](=[O:21])(=[O:20])[NH2:19])[CH:13]=2)=[CH:8][CH:7]=1.C(#N)C, predict the reaction product. The product is: [ClH:1].[NH2:32][CH2:31][C@H:28]1[CH2:27][CH2:26][C@H:25]([C:23]([NH:22][C@@H:4]([CH2:5][C:6]2[CH:11]=[CH:10][C:9]([C:12]3[CH:17]=[CH:16][CH:15]=[C:14]([S:18](=[O:20])(=[O:21])[NH2:19])[CH:13]=3)=[CH:8][CH:7]=2)[C:3](=[O:2])[NH:40][C:41]2[CH:42]=[CH:43][C:44]([C:47]3[NH:48][N:49]=[N:50][N:51]=3)=[CH:45][CH:46]=2)=[O:24])[CH2:30][CH2:29]1.